From a dataset of HIV replication inhibition screening data with 41,000+ compounds from the AIDS Antiviral Screen. Binary Classification. Given a drug SMILES string, predict its activity (active/inactive) in a high-throughput screening assay against a specified biological target. (1) The molecule is CCCCn1c(-c2ccccc2)csc1=NN=C1C=C(C(C)(C)C)C(=O)C(C(C)(C)C)=C1. The result is 0 (inactive). (2) The molecule is C=C1C(=O)OC2C1CCC(C)C13OC(=O)CC1C23C. The result is 0 (inactive).